Dataset: Full USPTO retrosynthesis dataset with 1.9M reactions from patents (1976-2016). Task: Predict the reactants needed to synthesize the given product. (1) Given the product [CH3:10][O:11][C:12]1[CH:17]=[CH:16][C:15]([NH:18][C:19]([C:21]2[CH:26]=[CH:25][C:24]([C:27]3[CH:32]=[CH:31][CH:30]=[CH:29][CH:28]=3)=[CH:23][CH:22]=2)=[O:20])=[CH:14][C:13]=1[NH:33][C:34](=[O:43])[C@H:35]([N:37]1[CH2:38][CH2:39][O:40][CH2:41][CH2:42]1)[CH3:36], predict the reactants needed to synthesize it. The reactants are: CCCCCC.C(O)C.[CH3:10][O:11][C:12]1[CH:17]=[CH:16][C:15]([NH:18][C:19]([C:21]2[CH:26]=[CH:25][C:24]([C:27]3[CH:32]=[CH:31][CH:30]=[CH:29][CH:28]=3)=[CH:23][CH:22]=2)=[O:20])=[CH:14][C:13]=1[NH:33][C:34](=[O:43])[CH:35]([N:37]1[CH2:42][CH2:41][O:40][CH2:39][CH2:38]1)[CH3:36]. (2) Given the product [C:1]([C:5]1[CH:23]=[CH:22][C:8]([C:9]([NH:11][C:12]2[N:13]=[C:14]3[CH:19]=[CH:18][C:17]([NH:39][CH2:38][C:35]4[CH:36]=[CH:37][N:32]=[CH:33][CH:34]=4)=[N:16][N:15]3[CH:21]=2)=[O:10])=[CH:7][CH:6]=1)([CH3:4])([CH3:3])[CH3:2], predict the reactants needed to synthesize it. The reactants are: [C:1]([C:5]1[CH:23]=[CH:22][C:8]([C:9]([NH:11][C:12]2[N:13]=[C:14]3[CH:19]=[CH:18][C:17](I)=[N:16][N:15]3[CH:21]=2)=[O:10])=[CH:7][CH:6]=1)([CH3:4])([CH3:3])[CH3:2].N1CCC[C@H]1C(O)=O.[N:32]1[CH:37]=[CH:36][C:35]([CH2:38][NH2:39])=[CH:34][CH:33]=1.C(=O)([O-])[O-].[K+].[K+]. (3) Given the product [O:19]1[C:20]2[C:12]([C:2]([CH3:1])([CH3:11])[CH2:3][C:4]([CH2:6][NH:38][C:25]3[N:24]=[C:23]([CH2:21][CH3:22])[N:28]=[C:27]4[N:29]([C:32]5[CH:37]=[CH:36][CH:35]=[CH:34][CH:33]=5)[N:30]=[CH:31][C:26]=34)([OH:5])[C:7]([F:8])([F:9])[F:10])=[CH:13][CH:14]=[CH:15][C:16]=2[CH2:17][CH2:18]1, predict the reactants needed to synthesize it. The reactants are: [CH3:1][C:2]([C:12]1[C:20]2[O:19][CH2:18][CH2:17][C:16]=2[CH:15]=[CH:14][CH:13]=1)([CH3:11])[CH2:3][C:4]1([C:7]([F:10])([F:9])[F:8])[CH2:6][O:5]1.[CH2:21]([C:23]1[N:28]=[C:27]2[N:29]([C:32]3[CH:37]=[CH:36][CH:35]=[CH:34][CH:33]=3)[N:30]=[CH:31][C:26]2=[C:25]([NH2:38])[N:24]=1)[CH3:22]. (4) Given the product [F:1][C:2]([F:8])([F:7])[S:3]([O-:6])(=[O:5])=[O:4].[F:18][C:19]([F:25])([F:24])[S:20]([O-:23])(=[O:22])=[O:21].[F:18][N+:13]12[CH2:16][CH2:17][N+:10]([CH3:9])([CH2:15][CH2:14]1)[CH2:11][CH2:12]2, predict the reactants needed to synthesize it. The reactants are: [F:1][C:2]([F:8])([F:7])[S:3]([O-:6])(=[O:5])=[O:4].[CH3:9][N+:10]12[CH2:17][CH2:16][N:13]([CH2:14][CH2:15]1)[CH2:12][CH2:11]2.[F:18][C:19]([F:25])([F:24])[S:20]([O-:23])(=[O:22])=[O:21].[Na+].N#N. (5) Given the product [F:1][C:2]1[CH:10]=[C:9]2[C:5]([C:6]([CH2:11][CH:12]([NH:14][S:30]([C:23]3[C:24]([CH3:29])=[CH:25][C:26]([CH3:28])=[CH:27][C:22]=3[CH3:34])(=[O:32])=[O:31])[CH3:13])=[CH:7][NH:8]2)=[CH:4][CH:3]=1, predict the reactants needed to synthesize it. The reactants are: [F:1][C:2]1[CH:10]=[C:9]2[C:5]([C:6]([CH2:11][CH:12]([NH2:14])[CH3:13])=[CH:7][NH:8]2)=[CH:4][CH:3]=1.C(N(CC)CC)C.[C:22]1([CH3:34])[CH:27]=[C:26]([CH3:28])[CH:25]=[C:24]([CH3:29])[C:23]=1[S:30](Cl)(=[O:32])=[O:31].